From a dataset of Full USPTO retrosynthesis dataset with 1.9M reactions from patents (1976-2016). Predict the reactants needed to synthesize the given product. Given the product [Cl-:25].[F:36][C:31]1[CH:32]=[N:33][CH:34]=[CH:35][C:30]=1[NH:29][C:27]([CH2:26][N+:1]12[CH2:8][CH2:7][CH:4]([CH2:5][CH2:6]1)[C@@H:3]([O:9][C:10]([C:12]1([C:19]3[CH:20]=[CH:21][CH:22]=[CH:23][CH:24]=3)[CH2:18][CH2:17][CH2:16][CH2:15][CH2:14][CH2:13]1)=[O:11])[CH2:2]2)=[O:28], predict the reactants needed to synthesize it. The reactants are: [N:1]12[CH2:8][CH2:7][CH:4]([CH2:5][CH2:6]1)[C@@H:3]([O:9][C:10]([C:12]1([C:19]3[CH:24]=[CH:23][CH:22]=[CH:21][CH:20]=3)[CH2:18][CH2:17][CH2:16][CH2:15][CH2:14][CH2:13]1)=[O:11])[CH2:2]2.[Cl:25][CH2:26][C:27]([NH:29][C:30]1[CH:35]=[CH:34][N:33]=[CH:32][C:31]=1[F:36])=[O:28].